Dataset: Full USPTO retrosynthesis dataset with 1.9M reactions from patents (1976-2016). Task: Predict the reactants needed to synthesize the given product. (1) Given the product [Br:8][C:9]1[CH:10]=[CH:11][C:12]([O:15][CH3:16])=[C:13]([C:5](=[O:6])[CH2:4][CH2:3][CH2:2][Cl:1])[CH:14]=1, predict the reactants needed to synthesize it. The reactants are: [Cl:1][CH2:2][CH2:3][CH2:4][C:5](Cl)=[O:6].[Br:8][C:9]1[CH:14]=[CH:13][C:12]([O:15][CH3:16])=[CH:11][CH:10]=1.[Cl-].[Al+3].[Cl-].[Cl-].[N+](C1C=CC=CC=1)([O-])=O. (2) Given the product [C:28]([O:32][C:33]([N:35]([C:36]1[C:45]2[C:40](=[CH:41][C:42]([NH:46][CH:47]3[C:48](=[O:49])[N:69]([CH3:70])[CH2:68][C:66]4[CH:67]=[C:62]([CH:63]=[C:64]([F:77])[C:65]=4[O:71][C@@H:72]([CH3:76])[CH2:73][O:74][CH3:75])[NH:61][C:60](=[O:78])[O:59][CH2:58][C@H:57]([CH3:79])[C:54]4[C:53]([CH3:80])=[CH:52][C:51]3=[CH:56][CH:55]=4)=[CH:43][CH:44]=2)[CH:39]=[CH:38][N:37]=1)[C:81](=[O:82])[O:83][C:84]([CH3:87])([CH3:86])[CH3:85])=[O:34])([CH3:31])([CH3:30])[CH3:29], predict the reactants needed to synthesize it. The reactants are: F[P-](F)(F)(F)(F)F.N1(O[P+](N(C)C)(N(C)C)N(C)C)C2C=CC=CC=2N=N1.[C:28]([O:32][C:33]([N:35]([C:81]([O:83][C:84]([CH3:87])([CH3:86])[CH3:85])=[O:82])[C:36]1[C:45]2[C:40](=[CH:41][C:42]([NH:46][CH:47]([C:51]3[CH:56]=[CH:55][C:54]([C@@H:57]([CH3:79])[CH2:58][O:59][C:60](=[O:78])[NH:61][C:62]4[CH:67]=[C:66]([CH2:68][NH:69][CH3:70])[C:65]([O:71][C@@H:72]([CH3:76])[CH2:73][O:74][CH3:75])=[C:64]([F:77])[CH:63]=4)=[C:53]([CH3:80])[CH:52]=3)[C:48](O)=[O:49])=[CH:43][CH:44]=2)[CH:39]=[CH:38][N:37]=1)=[O:34])([CH3:31])([CH3:30])[CH3:29].